From a dataset of Peptide-MHC class I binding affinity with 185,985 pairs from IEDB/IMGT. Regression. Given a peptide amino acid sequence and an MHC pseudo amino acid sequence, predict their binding affinity value. This is MHC class I binding data. (1) The peptide sequence is TVIDVNTGK. The MHC is HLA-B15:42 with pseudo-sequence HLA-B15:42. The binding affinity (normalized) is 0.213. (2) The peptide sequence is AENLWVTVF. The MHC is Mamu-A11 with pseudo-sequence Mamu-A11. The binding affinity (normalized) is 0.869. (3) The peptide sequence is FMVYVPLPA. The MHC is HLA-B27:05 with pseudo-sequence HLA-B27:05. The binding affinity (normalized) is 0.213. (4) The peptide sequence is IMQVFFGYF. The MHC is HLA-A29:02 with pseudo-sequence HLA-A29:02. The binding affinity (normalized) is 0.636. (5) The peptide sequence is LLPFMSDMSS. The MHC is H-2-Db with pseudo-sequence H-2-Db. The binding affinity (normalized) is 0.